Task: Predict the product of the given reaction.. Dataset: Forward reaction prediction with 1.9M reactions from USPTO patents (1976-2016) (1) Given the reactants Cl.[NH2:2][CH:3]1[C:15]2[CH:14]=[CH:13][CH:12]=[CH:11][C:10]=2[C:9]2[C:4]1=[CH:5][CH:6]=[CH:7][CH:8]=2.C([N:19]([CH:22]([CH3:24])C)[CH2:20]C)(C)C.[CH:25]1[CH:26]=[CH:27][C:28]2[N:33](O)[N:32]=N[C:29]=2[CH:30]=1.[C:35]([OH:45])(=O)[CH:36]=[CH:37]C1C=CC=CC=1.CN([CH:49]=[O:50])C, predict the reaction product. The product is: [CH:14]1[C:15]2[CH:3]([NH:2][C:35](=[O:45])/[CH:36]=[CH:37]/[C:25]3[CH:26]=[CH:27][C:28]([N:33]4[CH:20]=[N:19][C:22]([CH3:24])=[N:32]4)=[C:29]([O:50][CH3:49])[CH:30]=3)[C:4]3[C:9](=[CH:8][CH:7]=[CH:6][CH:5]=3)[C:10]=2[CH:11]=[CH:12][CH:13]=1. (2) The product is: [CH3:1][C:2]1[CH2:7][CH2:6][CH2:5][C:4]([CH3:8])([CH3:9])[C:3]=1[CH2:10][NH:12][C:13]1[CH:14]=[C:15]([CH:19]=[CH:20][CH:21]=1)[C:16]([NH2:18])=[O:17]. Given the reactants [CH3:1][C:2]1[CH2:7][CH2:6][CH2:5][C:4]([CH3:9])([CH3:8])[C:3]=1[CH:10]=O.[NH2:12][C:13]1[CH:14]=[C:15]([CH:19]=[CH:20][CH:21]=1)[C:16]([NH2:18])=[O:17].C(O)(=O)C.C([BH3-])#N.[Na+], predict the reaction product. (3) Given the reactants [Cl:1][CH2:2][C:3]1[CH:11]=[CH:10][C:6]([CH:7]=[N:8][OH:9])=[CH:5][CH:4]=1.[Cl:12]N1C(=O)CCC1=O.Cl.O, predict the reaction product. The product is: [CH:11]1[C:3]([CH2:2][Cl:1])=[CH:4][CH:5]=[C:6](/[C:7](/[Cl:12])=[N:8]\[OH:9])[CH:10]=1. (4) Given the reactants [CH3:1][C:2]1[CH:7]=[CH:6][N:5]2[C:8]([C:11]3[CH:20]=[CH:19][C:18]4[C:13](=[C:14]([OH:21])[CH:15]=[CH:16][CH:17]=4)[N:12]=3)=[N:9][N:10]=[C:4]2[CH:3]=1.[C:22]([O:26][C:27]([N:29]1[CH2:36][CH2:35][C:32]2([O:34][CH2:33]2)[CH2:31][CH2:30]1)=[O:28])([CH3:25])([CH3:24])[CH3:23].C(=O)([O-])[O-].[Cs+].[Cs+], predict the reaction product. The product is: [OH:34][C:32]1([CH2:33][O:21][C:14]2[CH:15]=[CH:16][CH:17]=[C:18]3[C:13]=2[N:12]=[C:11]([C:8]2[N:5]4[CH:6]=[CH:7][C:2]([CH3:1])=[CH:3][C:4]4=[N:10][N:9]=2)[CH:20]=[CH:19]3)[CH2:31][CH2:30][N:29]([C:27]([O:26][C:22]([CH3:25])([CH3:24])[CH3:23])=[O:28])[CH2:36][CH2:35]1.